Dataset: Reaction yield outcomes from USPTO patents with 853,638 reactions. Task: Predict the reaction yield, written as a fraction of the theoretical maximum amount of product (1.0 means a 100% yield; for example, 0.34 means a 34% yield). (1) The reactants are [S:1]1[CH:5]=[CH:4][CH:3]=[C:2]1[S:6]([NH:9][C:10]1[CH:11]=[CH:12][CH:13]=[C:14]2[C:18]=1[NH:17][C:16]([C:19](=[S:21])[NH2:20])=[CH:15]2)(=[O:8])=[O:7].[C:22]([O:27][CH2:28][CH3:29])(=[O:26])[C:23]#[C:24][CH3:25].C(P(CCCC)CCCC)CCC.C1(C)C=CC=CC=1. The catalyst is O1CCCC1. The product is [S:1]1[CH:5]=[CH:4][CH:3]=[C:2]1[S:6]([NH:9][C:10]1[CH:11]=[CH:12][CH:13]=[C:14]2[C:18]=1[NH:17][C:16]([C:19]1[S:21][CH:24]([CH2:23][C:22]([O:27][CH2:28][CH3:29])=[O:26])[CH2:25][N:20]=1)=[CH:15]2)(=[O:7])=[O:8]. The yield is 0.280. (2) The reactants are [Cl:1][C:2]1[CH:3]=[C:4]([CH3:29])[C:5]2[N:10]=[C:9]([C:11]3[N:15]([C:16]4[C:21]([Cl:22])=[CH:20][CH:19]=[CH:18][N:17]=4)[N:14]=[C:13]([C:23]([F:26])([F:25])[F:24])[CH:12]=3)[O:8][C:7](=[O:27])[C:6]=2[CH:28]=1.C(N(CC)CC)C.Br.[S:38]1[CH2:41][CH:40]([NH2:42])[CH2:39]1.O. The catalyst is O1CCCC1. The product is [Cl:1][C:2]1[CH:28]=[C:6]([C:7](=[O:27])[NH:42][CH:40]2[CH2:41][S:38][CH2:39]2)[C:5]([NH:10][C:9]([C:11]2[N:15]([C:16]3[C:21]([Cl:22])=[CH:20][CH:19]=[CH:18][N:17]=3)[N:14]=[C:13]([C:23]([F:24])([F:25])[F:26])[CH:12]=2)=[O:8])=[C:4]([CH3:29])[CH:3]=1. The yield is 0.410. (3) The reactants are [OH:1][C:2]1[CH:3]=[C:4]([CH:8]=[CH:9][C:10]=1[OH:11])[C:5]([OH:7])=O.CCN=C=NCCCN(C)C.CCN(C(C)C)C(C)C.C1C=CC2N(O)N=NC=2C=1.[NH2:42][CH2:43][CH2:44][NH:45][C:46](=[O:72])[CH2:47][C@@H:48]1[N:54]=[C:53]([C:55]2[CH:60]=[CH:59][C:58]([Cl:61])=[CH:57][CH:56]=2)[C:52]2[CH:62]=[C:63]([O:66][CH3:67])[CH:64]=[CH:65][C:51]=2[N:50]2[C:68]([CH3:71])=[N:69][N:70]=[C:49]12. The catalyst is CN(C=O)C. The product is [Cl:61][C:58]1[CH:59]=[CH:60][C:55]([C:53]2[C:52]3[CH:62]=[C:63]([O:66][CH3:67])[CH:64]=[CH:65][C:51]=3[N:50]3[C:68]([CH3:71])=[N:69][N:70]=[C:49]3[C@H:48]([CH2:47][C:46]([NH:45][CH2:44][CH2:43][NH:42][C:5](=[O:7])[C:4]3[CH:8]=[CH:9][C:10]([OH:11])=[C:2]([OH:1])[CH:3]=3)=[O:72])[N:54]=2)=[CH:56][CH:57]=1. The yield is 0.153. (4) The reactants are Cl[C:2]1[CH:9]=[CH:8][C:5]([C:6]#[N:7])=[CH:4][N:3]=1.[Br:10][C:11]1[CH:18]=[CH:17][C:16]([OH:19])=[CH:15][C:12]=1[CH:13]=[O:14].C([O-])([O-])=O.[K+].[K+].CCOC(C)=O. The catalyst is CN(C=O)C.O. The product is [Br:10][C:11]1[CH:18]=[CH:17][C:16]([O:19][C:2]2[CH:9]=[CH:8][C:5]([C:6]#[N:7])=[CH:4][N:3]=2)=[CH:15][C:12]=1[CH:13]=[O:14]. The yield is 0.780. (5) The reactants are [O:1]=[C:2]1[CH2:6][CH2:5][CH2:4][CH:3]1[C:7]([O:9][CH2:10][CH3:11])=[O:8].C(=O)([O-])[O-].[K+].[K+].Br[CH2:19][CH2:20][CH2:21][CH3:22]. The catalyst is CC(C)=O. The product is [CH2:19]([C:3]1([C:7]([O:9][CH2:10][CH3:11])=[O:8])[CH2:4][CH2:5][CH2:6][C:2]1=[O:1])[CH2:20][CH2:21][CH3:22]. The yield is 0.839. (6) The reactants are C[N:2](C)[CH:3]=[CH:4][C:5]([C:7]1[C:12](=[O:13])[CH:11]=[CH:10][N:9]([C:14]2[CH:19]=[CH:18][CH:17]=[CH:16][C:15]=2[O:20][CH3:21])[N:8]=1)=O.[C:23]1([NH:29]N)[CH:28]=[CH:27][CH:26]=[CH:25][CH:24]=1. The catalyst is CO. The product is [CH3:21][O:20][C:15]1[CH:16]=[CH:17][CH:18]=[CH:19][C:14]=1[N:9]1[CH:10]=[CH:11][C:12](=[O:13])[C:7]([C:5]2[N:29]([C:23]3[CH:28]=[CH:27][CH:26]=[CH:25][CH:24]=3)[N:2]=[CH:3][CH:4]=2)=[N:8]1. The yield is 0.0500.